The task is: Predict which catalyst facilitates the given reaction.. This data is from Catalyst prediction with 721,799 reactions and 888 catalyst types from USPTO. (1) Reactant: [H-].[Na+].[CH2:3]([C:5]1[CH:6]=[C:7]([CH:14]=[C:15]([F:29])[C:16]=1[N:17]([CH3:28])[C:18]1[N:23]=[CH:22][C:21]2[N:24]=[CH:25][N:26]([CH3:27])[C:20]=2[CH:19]=1)[CH2:8][NH:9][S:10]([CH3:13])(=[O:12])=[O:11])[CH3:4].I[CH2:31][C:32]#[N:33]. Product: [C:32]([CH2:31][N:9]([CH2:8][C:7]1[CH:14]=[C:15]([F:29])[C:16]([N:17]([CH3:28])[C:18]2[N:23]=[CH:22][C:21]3[N:24]=[CH:25][N:26]([CH3:27])[C:20]=3[CH:19]=2)=[C:5]([CH2:3][CH3:4])[CH:6]=1)[S:10]([CH3:13])(=[O:12])=[O:11])#[N:33]. The catalyst class is: 49. (2) Reactant: FC(F)(F)C(O)=O.[N:8]1[N:12]2[CH:13]=[CH:14][CH:15]=[CH:16][C:11]2=[C:10]([C:17]2[N:22]=[C:21]([NH:23][C@@H:24]3[CH2:29][CH2:28][CH2:27][N:26](C(OC(C)(C)C)=O)[CH2:25]3)[CH:20]=[N:19][CH:18]=2)[CH:9]=1. Product: [NH:26]1[CH2:27][CH2:28][CH2:29][C@@H:24]([NH:23][C:21]2[CH:20]=[N:19][CH:18]=[C:17]([C:10]3[CH:9]=[N:8][N:12]4[CH:13]=[CH:14][CH:15]=[CH:16][C:11]=34)[N:22]=2)[CH2:25]1. The catalyst class is: 2. (3) Reactant: Br[C:2]1[CH:7]=[C:6]([C:8]([F:11])([F:10])[F:9])[CH:5]=[C:4]([Br:12])[CH:3]=1.[CH2:13]=[C:14](B(O)O)[CH3:15].C([O-])([O-])=O.[K+].[K+].O. Product: [Br:12][C:4]1[CH:5]=[C:6]([C:8]([F:11])([F:10])[F:9])[CH:7]=[C:2]([C:14]([CH3:15])=[CH2:13])[CH:3]=1. The catalyst class is: 77. (4) Reactant: [C:1]([O:5][C:6](=[O:22])[NH:7][CH2:8][CH2:9][NH:10][C:11]([NH:13][CH2:14][CH:15](OCC)OCC)=[O:12])([CH3:4])([CH3:3])[CH3:2].Cl.[OH-].[K+]. Product: [C:1]([O:5][C:6](=[O:22])[NH:7][CH2:8][CH2:9][N:10]1[CH:15]=[CH:14][NH:13][C:11]1=[O:12])([CH3:2])([CH3:3])[CH3:4]. The catalyst class is: 24. (5) Product: [NH2:11][C@H:12]1[CH2:18][CH2:17][CH2:16][CH2:15][N:14]([CH2:19][C:20]([O:22][C:23]([CH3:25])([CH3:24])[CH3:26])=[O:21])[C:13]1=[O:27]. Reactant: C(OC([NH:11][C@H:12]1[CH2:18][CH2:17][CH2:16][CH2:15][N:14]([CH2:19][C:20]([O:22][C:23]([CH3:26])([CH3:25])[CH3:24])=[O:21])[C:13]1=[O:27])=O)C1C=CC=CC=1. The catalyst class is: 8. (6) Reactant: C1C([N+]([O-])=O)=CC=C([O:10][C@H:11]2[O:16][C@H:15]([CH2:17][OH:18])[C@H:14]([OH:19])[C@H:13]([OH:20])[C@H:12]2[OH:21])C=1. Product: [O:10]=[CH:11][C@@H:12]([C@H:13]([C@H:14]([C@@H:15]([CH2:17][OH:18])[OH:16])[OH:19])[OH:20])[OH:21]. The catalyst class is: 6. (7) Reactant: CC[N+](S(N=C(OC)[O-])(=O)=O)(CC)CC.[C:16]([O:20][C:21]([NH:23][C@H:24]([CH3:38])[C@@H:25]([CH2:36][CH3:37])[C:26]([NH:28][C@@H:29]([CH2:34][OH:35])[C:30]([O:32][CH3:33])=[O:31])=O)=[O:22])([CH3:19])([CH3:18])[CH3:17]. Product: [C:16]([O:20][C:21]([NH:23][C@@H:24]([C@H:25]([C:26]1[O:35][CH2:34][C@@H:29]([C:30]([O:32][CH3:33])=[O:31])[N:28]=1)[CH2:36][CH3:37])[CH3:38])=[O:22])([CH3:19])([CH3:18])[CH3:17]. The catalyst class is: 1.